Dataset: Catalyst prediction with 721,799 reactions and 888 catalyst types from USPTO. Task: Predict which catalyst facilitates the given reaction. (1) Reactant: [Br:1][CH2:2][CH2:3][CH2:4][CH2:5][CH2:6][CH2:7][CH2:8][CH2:9][CH2:10][CH2:11]Br.[S:13]([O-:16])([O-:15])=[O:14].[Na+:17].[Na+].C(O)C.BrCCS([O-])(=O)=O.[Na+]. Product: [Br:1][CH2:2][CH2:3][CH2:4][CH2:5][CH2:6][CH2:7][CH2:8][CH2:9][CH2:10][CH2:11][S:13]([O-:16])(=[O:15])=[O:14].[Na+:17]. The catalyst class is: 6. (2) Reactant: [C:1]([O:7][CH2:8][CH3:9])(=[O:6])[CH2:2][C:3]([O-:5])=O.N1[CH:16]=[CH:21][CH:20]=[CH:19][C:18]=1[C:16]1[CH:21]=[CH:20][CH:19]=[CH:18]N=1.C([Li])CCC.C1(C(Cl)=O)CCCC1.Cl. Product: [CH:18]1([C:3](=[O:5])[CH2:2][C:1]([O:7][CH2:8][CH3:9])=[O:6])[CH2:19][CH2:20][CH2:21][CH2:16]1. The catalyst class is: 28. (3) Reactant: [NH2:1][C:2]1[CH:11]=[CH:10][C:5]([C:6]([NH:8][CH3:9])=[O:7])=[CH:4][CH:3]=1.Cl[C:13]1[CH:22]=[C:21]([N:23]2[CH:27]=[CH:26][C:25]([C:28]([F:31])([F:30])[F:29])=[N:24]2)[C:20]2[C:15](=[CH:16][CH:17]=[CH:18][CH:19]=2)[N:14]=1. Product: [CH3:9][NH:8][C:6](=[O:7])[C:5]1[CH:4]=[CH:3][C:2]([NH:1][C:13]2[CH:22]=[C:21]([N:23]3[CH:27]=[CH:26][C:25]([C:28]([F:31])([F:29])[F:30])=[N:24]3)[C:20]3[C:15](=[CH:16][CH:17]=[CH:18][CH:19]=3)[N:14]=2)=[CH:11][CH:10]=1. The catalyst class is: 51. (4) Reactant: [OH-].[Na+].[OH:3][C:4]1([CH3:32])[CH2:9][CH2:8][N:7]([C:10]2[N:15]=[C:14]([C:16]([NH:18][C:19]3[C:20]([CH3:30])=[C:21]([CH:26]=[CH:27][C:28]=3[CH3:29])[C:22]([O:24]C)=[O:23])=[O:17])[C:13]([CH3:31])=[CH:12][CH:11]=2)[CH2:6][CH2:5]1.CO. Product: [OH:3][C:4]1([CH3:32])[CH2:5][CH2:6][N:7]([C:10]2[N:15]=[C:14]([C:16]([NH:18][C:19]3[C:20]([CH3:30])=[C:21]([CH:26]=[CH:27][C:28]=3[CH3:29])[C:22]([OH:24])=[O:23])=[O:17])[C:13]([CH3:31])=[CH:12][CH:11]=2)[CH2:8][CH2:9]1. The catalyst class is: 1. (5) Reactant: [C:1]([O:5][C:6](=[O:23])[NH:7][C:8]1[CH:13]=[CH:12][C:11]([CH2:14][C:15]2[CH:20]=[C:19]([OH:21])[N:18]=[C:17](S)[N:16]=2)=[CH:10][CH:9]=1)([CH3:4])([CH3:3])[CH3:2]. Product: [C:1]([O:5][C:6](=[O:23])[NH:7][C:8]1[CH:9]=[CH:10][C:11]([CH2:14][C:15]2[CH:20]=[C:19]([OH:21])[N:18]=[CH:17][N:16]=2)=[CH:12][CH:13]=1)([CH3:4])([CH3:2])[CH3:3]. The catalyst class is: 227.